From a dataset of Full USPTO retrosynthesis dataset with 1.9M reactions from patents (1976-2016). Predict the reactants needed to synthesize the given product. (1) Given the product [C:1]([O:5][C:6](=[O:28])[NH:7][C:8]1[CH2:9][O:10][CH2:11][C@:12]([C:14]2[CH:19]=[C:18]([NH2:20])[CH:17]=[C:16]([F:23])[C:15]=2[F:24])([CH:25]([F:26])[F:27])[N:13]=1)([CH3:4])([CH3:2])[CH3:3], predict the reactants needed to synthesize it. The reactants are: [C:1]([O:5][C:6](=[O:28])[NH:7][C:8]1[CH2:9][O:10][CH2:11][C@@:12]([CH:25]([F:27])[F:26])([C:14]2[CH:19]=[C:18]([N+:20]([O-])=O)[CH:17]=[C:16]([F:23])[C:15]=2[F:24])[N:13]=1)([CH3:4])([CH3:3])[CH3:2].[H][H].CC1C=C2N=C3C(=NC(NC3=O)=O)N(C[C@H](O)[C@H](O)[C@H](O)CO)C2=CC=1C. (2) Given the product [CH2:1]([O:8][C:9]1[CH:10]=[C:11]2[C:15](=[CH:16][CH:17]=1)[N:14]([CH3:24])[N:13]=[C:12]2[CH2:18][C:19](=[O:21])[CH3:20])[C:2]1[CH:7]=[CH:6][CH:5]=[CH:4][CH:3]=1, predict the reactants needed to synthesize it. The reactants are: [CH2:1]([O:8][C:9]1[CH:10]=[C:11]2[C:15](=[CH:16][CH:17]=1)[NH:14][N:13]=[C:12]2[CH2:18][C:19](=[O:21])[CH3:20])[C:2]1[CH:7]=[CH:6][CH:5]=[CH:4][CH:3]=1.IC.[C:24](=O)([O-])[O-].[K+].[K+].O. (3) Given the product [CH2:1]([O:3][C:4](=[O:8])[CH:5]([O:22][C:19]1[CH:20]=[CH:21][C:16]([Cl:15])=[CH:17][C:18]=1[CH:23]1[CH2:28][CH2:27][CH2:26][CH2:25][CH2:24]1)[CH3:6])[CH3:2], predict the reactants needed to synthesize it. The reactants are: [CH2:1]([O:3][C:4](=[O:8])[CH:5](Br)[CH3:6])[CH3:2].C(=O)([O-])[O-].[Cs+].[Cs+].[Cl:15][C:16]1[CH:21]=[CH:20][C:19]([OH:22])=[C:18]([CH:23]2[CH2:28][CH2:27][CH2:26][CH2:25][CH2:24]2)[CH:17]=1.Cl.